From a dataset of Peptide-MHC class I binding affinity with 185,985 pairs from IEDB/IMGT. Regression. Given a peptide amino acid sequence and an MHC pseudo amino acid sequence, predict their binding affinity value. This is MHC class I binding data. The peptide sequence is DEWECTRDD. The MHC is HLA-A80:01 with pseudo-sequence HLA-A80:01. The binding affinity (normalized) is 0.0847.